Dataset: Reaction yield outcomes from USPTO patents with 853,638 reactions. Task: Predict the reaction yield, written as a fraction of the theoretical maximum amount of product (1.0 means a 100% yield; for example, 0.34 means a 34% yield). The reactants are Br[CH2:2][CH2:3][CH2:4][CH3:5].[C:6]([O:10][C:11]([N:13]1[CH:18]([C@@H:19]([OH:33])[C@@H:20]([NH:29][C:30](=[O:32])[CH3:31])[CH2:21][C:22]2[CH:27]=[CH:26][CH:25]=[C:24]([OH:28])[CH:23]=2)[CH2:17][O:16][C@@H:15]([O:34][CH2:35][C:36]([CH3:39])([CH3:38])[CH3:37])[C@@H:14]1[CH3:40])=[O:12])([CH3:9])([CH3:8])[CH3:7].C(=O)([O-])[O-].[Cs+].[Cs+]. The catalyst is CN(C)C=O.C(OCC)(=O)C. The product is [C:6]([O:10][C:11]([N:13]1[C@@H:18]([C@@H:19]([OH:33])[C@@H:20]([NH:29][C:30](=[O:32])[CH3:31])[CH2:21][C:22]2[CH:27]=[CH:26][CH:25]=[C:24]([O:28][CH2:2][CH2:3][CH2:4][CH3:5])[CH:23]=2)[CH2:17][O:16][C@@H:15]([O:34][CH2:35][C:36]([CH3:39])([CH3:38])[CH3:37])[C@@H:14]1[CH3:40])=[O:12])([CH3:8])([CH3:9])[CH3:7]. The yield is 0.800.